From a dataset of Forward reaction prediction with 1.9M reactions from USPTO patents (1976-2016). Predict the product of the given reaction. (1) Given the reactants P(Cl)(Cl)(Cl)=O.[C:6]([C:10]1[NH:18][C:13]2=[N:14][CH:15]=[CH:16][CH:17]=[C:12]2[CH:11]=1)([CH3:9])([CH3:8])[CH3:7].O.[OH-].[Na+].CN(C)[CH:24]=[O:25], predict the reaction product. The product is: [C:6]([C:10]1[NH:18][C:13]2=[N:14][CH:15]=[CH:16][CH:17]=[C:12]2[C:11]=1[CH:24]=[O:25])([CH3:9])([CH3:7])[CH3:8]. (2) Given the reactants [CH3:1][N:2]1[C:6]2[CH:7]=[CH:8][C:9]([S:11]([N:14]3[CH2:22][C:21]4[C:16](=[CH:17][CH:18]=[CH:19][CH:20]=4)[CH2:15]3)(=[O:13])=[O:12])=[CH:10][C:5]=2[N:4]=[C:3]1[CH2:23][NH:24][C:25]1[CH:30]=[CH:29][C:28]([C:31]#[N:32])=[CH:27][CH:26]=1.[ClH:33].C(O)C.C(=O)([O-])[O-].[NH4+:41].[NH4+], predict the reaction product. The product is: [ClH:33].[CH3:1][N:2]1[C:6]2[CH:7]=[CH:8][C:9]([S:11]([N:14]3[CH2:22][C:21]4[C:16](=[CH:17][CH:18]=[CH:19][CH:20]=4)[CH2:15]3)(=[O:12])=[O:13])=[CH:10][C:5]=2[N:4]=[C:3]1[CH2:23][NH:24][C:25]1[CH:26]=[CH:27][C:28]([C:31](=[NH:41])[NH2:32])=[CH:29][CH:30]=1. (3) Given the reactants [C:1]([C:5]1[N:10]=[CH:9][C:8]([C:11]2[N:12]([C:32]([N:34]3[CH2:39][CH2:38][CH:37]([CH2:40][C:41]([OH:43])=O)[CH2:36][CH2:35]3)=[O:33])[C@@:13]([C:25]3[CH:30]=[CH:29][C:28]([Cl:31])=[CH:27][CH:26]=3)([CH3:24])[C@@:14]([C:17]3[CH:22]=[CH:21][C:20]([Cl:23])=[CH:19][CH:18]=3)([CH3:16])[N:15]=2)=[C:7]([O:44][CH2:45][CH3:46])[CH:6]=1)([CH3:4])([CH3:3])[CH3:2].[Cl:47][C:48]1[CH:54]=[CH:53][C:52]([CH3:55])=[CH:51][C:49]=1[NH2:50], predict the reaction product. The product is: [C:1]([C:5]1[N:10]=[CH:9][C:8]([C:11]2[N:12]([C:32]([N:34]3[CH2:35][CH2:36][CH:37]([CH2:40][C:41]([NH:50][C:49]4[CH:51]=[C:52]([CH3:55])[CH:53]=[CH:54][C:48]=4[Cl:47])=[O:43])[CH2:38][CH2:39]3)=[O:33])[C@@:13]([C:25]3[CH:26]=[CH:27][C:28]([Cl:31])=[CH:29][CH:30]=3)([CH3:24])[C@@:14]([C:17]3[CH:22]=[CH:21][C:20]([Cl:23])=[CH:19][CH:18]=3)([CH3:16])[N:15]=2)=[C:7]([O:44][CH2:45][CH3:46])[CH:6]=1)([CH3:4])([CH3:2])[CH3:3]. (4) Given the reactants C(O)(C(F)(F)F)=O.[CH3:8][NH:9][C:10]1[CH:15]=[CH:14][C:13]([C:16]2[N:17]=[C:18]([N:33]3[CH2:38][CH2:37][O:36][CH2:35][CH2:34]3)[C:19]3[S:24][C:23]([CH2:25][N:26]4[CH2:31][CH2:30][NH:29][CH2:28][CH2:27]4)=[C:22]([CH3:32])[C:20]=3[N:21]=2)=[CH:12][N:11]=1.[C:39](O)(=[O:43])[C@H:40]([CH3:42])[OH:41], predict the reaction product. The product is: [OH:41][C@@H:40]([CH3:42])[C:39]([N:29]1[CH2:28][CH2:27][N:26]([CH2:25][C:23]2[S:24][C:19]3[C:18]([N:33]4[CH2:34][CH2:35][O:36][CH2:37][CH2:38]4)=[N:17][C:16]([C:13]4[CH:12]=[N:11][C:10]([NH:9][CH3:8])=[CH:15][CH:14]=4)=[N:21][C:20]=3[C:22]=2[CH3:32])[CH2:31][CH2:30]1)=[O:43]. (5) The product is: [Br:1][C:2]1[CH:3]=[CH:4][C:5]([OH:11])=[C:6]([CH:10]=1)[C:7]([NH:12][C:13]1[S:14][C:15]([C:22]#[N:23])=[C:16]([C:18]([CH3:19])([CH3:21])[CH3:20])[N:17]=1)=[O:9]. Given the reactants [Br:1][C:2]1[CH:10]=[C:6]([C:7]([OH:9])=O)[C:5]([OH:11])=[CH:4][CH:3]=1.[NH2:12][C:13]1[S:14][C:15]([C:22]#[N:23])=[C:16]([C:18]([CH3:21])([CH3:20])[CH3:19])[N:17]=1, predict the reaction product. (6) Given the reactants Br[C:2]1[CH:7]=[CH:6][C:5]([OH:8])=[CH:4][C:3]=1[F:9].[F:10][C:11]1[CH:12]=[C:13](B(O)O)[CH:14]=[C:15]([F:17])[CH:16]=1.C(=O)([O-])[O-].[K+].[K+].CC(O)C, predict the reaction product. The product is: [OH:8][C:5]1[CH:6]=[CH:7][C:2]([C:13]2[CH:12]=[C:11]([F:10])[CH:16]=[C:15]([F:17])[CH:14]=2)=[C:3]([F:9])[CH:4]=1. (7) Given the reactants [SH:1][CH2:2][C:3]([NH:5][CH3:6])=[O:4].[C:7]1([CH:13]([C:15]2[CH:20]=[CH:19][CH:18]=[CH:17][CH:16]=2)O)[CH:12]=[CH:11][CH:10]=[CH:9][CH:8]=1, predict the reaction product. The product is: [CH:13]([S:1][CH2:2][C:3]([NH:5][CH3:6])=[O:4])([C:7]1[CH:12]=[CH:11][CH:10]=[CH:9][CH:8]=1)[C:15]1[CH:20]=[CH:19][CH:18]=[CH:17][CH:16]=1.